From a dataset of Reaction yield outcomes from USPTO patents with 853,638 reactions. Predict the reaction yield, written as a fraction of the theoretical maximum amount of product (1.0 means a 100% yield; for example, 0.34 means a 34% yield). (1) The catalyst is C(Cl)(Cl)(Cl)Cl. The reactants are [C:1]1([C:7]2[C:8]3[C:13]([CH:14]=[C:15]4[C:20]=2[CH:19]=[CH:18][CH:17]=[CH:16]4)=[CH:12][CH:11]=[CH:10][CH:9]=3)[CH:6]=[CH:5][CH:4]=[CH:3][CH:2]=1.[Br:21]Br.S([O-])([O-])(=O)=S.[Na+].[Na+]. The product is [Br:21][C:14]1[C:15]2[C:20]([C:7]([C:1]3[CH:2]=[CH:3][CH:4]=[CH:5][CH:6]=3)=[C:8]3[C:13]=1[CH:12]=[CH:11][CH:10]=[CH:9]3)=[CH:19][CH:18]=[CH:17][CH:16]=2. The yield is 0.890. (2) The reactants are [CH2:1]1[C:10](=O)[CH2:9][C:8]2[C:3](=[CH:4][CH:5]=[CH:6][CH:7]=2)[CH2:2]1.[C:12]1([C@H:18]([NH2:20])[CH3:19])[CH:17]=[CH:16][CH:15]=[CH:14][CH:13]=1.C(O)=O. The catalyst is CO. The product is [C:12]1([C@H:18]([NH:20][CH:10]2[CH2:1][CH2:2][C:3]3[C:8](=[CH:7][CH:6]=[CH:5][CH:4]=3)[CH2:9]2)[CH3:19])[CH:17]=[CH:16][CH:15]=[CH:14][CH:13]=1. The yield is 0.840. (3) The reactants are [Cl:1][C:2]1[C:7]([CH3:8])=[C:6]([C:9](=O)[CH:10]=[C:11]([NH:14][C:15]2[CH:20]=[C:19]([C:21]([F:24])([F:23])[F:22])[CH:18]=[C:17]([F:25])[CH:16]=2)SC)[CH:5]=[CH:4][N:3]=1.[NH:27]([CH2:29][CH2:30][C:31]([N:33]([CH3:35])[CH3:34])=[O:32])[NH2:28]. The catalyst is CC(O)(C)C. The product is [Cl:1][C:2]1[C:7]([CH3:8])=[C:6]([C:9]2[N:27]([CH2:29][CH2:30][C:31]([N:33]([CH3:35])[CH3:34])=[O:32])[N:28]=[C:11]([NH:14][C:15]3[CH:20]=[C:19]([C:21]([F:24])([F:23])[F:22])[CH:18]=[C:17]([F:25])[CH:16]=3)[CH:10]=2)[CH:5]=[CH:4][N:3]=1. The yield is 0.343. (4) The reactants are C(=O)([O-])[O-].[K+].[K+].Br[CH:8]1[CH2:12][CH2:11][CH2:10][CH2:9]1.[Br:13][C:14]1[CH:19]=[CH:18][C:17]([OH:20])=[C:16]([Cl:21])[CH:15]=1.O. The catalyst is CN(C)C=O. The product is [Br:13][C:14]1[CH:19]=[CH:18][C:17]([O:20][CH:8]2[CH2:12][CH2:11][CH2:10][CH2:9]2)=[C:16]([Cl:21])[CH:15]=1. The yield is 0.980. (5) The reactants are [C:1]([C:4]1[C:9]([NH:10][C:11]([C:13]2[N:14]=[C:15]([C:18]([F:21])([F:20])[F:19])[S:16][CH:17]=2)=O)=[C:8]([Cl:22])[C:7]([O:23][CH3:24])=[CH:6][CH:5]=1)(=[O:3])[CH3:2].ClC1C(OC)=CC=C2C=1N=C(C1SC=C(C#C)N=1)C=C2O. No catalyst specified. The product is [Cl:22][C:8]1[C:7]([O:23][CH3:24])=[CH:6][CH:5]=[C:4]2[C:9]=1[N:10]=[C:11]([C:13]1[N:14]=[C:15]([C:18]([F:21])([F:20])[F:19])[S:16][CH:17]=1)[CH:2]=[C:1]2[OH:3]. The yield is 0.260. (6) The reactants are [CH3:1][O:2][C:3]1[CH:8]=[CH:7][CH:6]=[CH:5][C:4]=1[C:9]1[C:17]2[C:12](=[N:13][CH:14]=[C:15](B3OC(C)(C)C(C)(C)O3)[CH:16]=2)[N:11]([S:27]([C:30]2[CH:35]=[CH:34][C:33]([CH3:36])=[CH:32][CH:31]=2)(=[O:29])=[O:28])[CH:10]=1.Br[C:38]1[CH:47]=[C:42]([C:43]([O:45][CH3:46])=[O:44])[C:41]([OH:48])=[CH:40][CH:39]=1.ClCCl. The catalyst is C([O-])(O)=O.[Na+].C(#N)C.C1C=CC(P(C2C=CC=CC=2)[C-]2C=CC=C2)=CC=1.C1C=CC(P(C2C=CC=CC=2)[C-]2C=CC=C2)=CC=1.Cl[Pd]Cl.[Fe+2]. The product is [CH3:46][O:45][C:43](=[O:44])[C:42]1[CH:47]=[C:38]([C:15]2[CH:16]=[C:17]3[C:9]([C:4]4[CH:5]=[CH:6][CH:7]=[CH:8][C:3]=4[O:2][CH3:1])=[CH:10][N:11]([S:27]([C:30]4[CH:35]=[CH:34][C:33]([CH3:36])=[CH:32][CH:31]=4)(=[O:29])=[O:28])[C:12]3=[N:13][CH:14]=2)[CH:39]=[CH:40][C:41]=1[OH:48]. The yield is 0.910.